This data is from Peptide-MHC class I binding affinity with 185,985 pairs from IEDB/IMGT. The task is: Regression. Given a peptide amino acid sequence and an MHC pseudo amino acid sequence, predict their binding affinity value. This is MHC class I binding data. (1) The peptide sequence is FSTSDGKEY. The MHC is HLA-B15:01 with pseudo-sequence HLA-B15:01. The binding affinity (normalized) is 0.135. (2) The peptide sequence is MLAKYDHLV. The MHC is HLA-A02:01 with pseudo-sequence HLA-A02:01. The binding affinity (normalized) is 0.695. (3) The peptide sequence is PYYFANNKF. The MHC is HLA-A02:06 with pseudo-sequence HLA-A02:06. The binding affinity (normalized) is 0.0653. (4) The peptide sequence is QQVVDADSK. The MHC is HLA-A33:01 with pseudo-sequence HLA-A33:01. The binding affinity (normalized) is 0. (5) The binding affinity (normalized) is 0.0847. The peptide sequence is DFGYATMAK. The MHC is HLA-A01:01 with pseudo-sequence HLA-A01:01. (6) The binding affinity (normalized) is 0.0847. The peptide sequence is HEGDIVPLF. The MHC is HLA-B27:05 with pseudo-sequence HLA-B27:05. (7) The peptide sequence is HQLDPAFRA. The MHC is HLA-A02:06 with pseudo-sequence HLA-A02:06. The binding affinity (normalized) is 0.559. (8) The peptide sequence is FLRGRAYGI. The MHC is HLA-B18:01 with pseudo-sequence HLA-B18:01. The binding affinity (normalized) is 0. (9) The peptide sequence is AEFVFSCGI. The MHC is HLA-B15:42 with pseudo-sequence HLA-B15:42. The binding affinity (normalized) is 0.213.